From a dataset of Forward reaction prediction with 1.9M reactions from USPTO patents (1976-2016). Predict the product of the given reaction. (1) Given the reactants C(OC([N:11]1[CH2:16][C@H:15]([O:17][CH2:18][C:19]2[CH:20]=[CH:21][C:22]3[O:27][CH2:26][CH2:25][N:24]([CH2:28][CH2:29][CH2:30][O:31][CH3:32])[C:23]=3[CH:33]=2)[C@@H:14]([C:34]2[CH:39]=[CH:38][C:37]([O:40][CH2:41][CH2:42][CH2:43][O:44][CH3:45])=[CH:36][CH:35]=2)[C@H:13]([OH:46])[CH2:12]1)=O)C1C=CC=CC=1.[O:47]1[CH2:49][C@H:48]1[CH2:50]OS(C1C=CC(C)=CC=1)(=O)=O.[CH2:62]([Mg]Br)[CH3:63], predict the reaction product. The product is: [CH3:45][O:44][CH2:43][CH2:42][CH2:41][O:40][C:37]1[CH:36]=[CH:35][C:34]([C@@H:14]2[C@@H:15]([O:17][CH2:18][C:19]3[CH:20]=[CH:21][C:22]4[O:27][CH2:26][CH2:25][N:24]([CH2:28][CH2:29][CH2:30][O:31][CH3:32])[C:23]=4[CH:33]=3)[CH2:16][NH:11][CH2:12][C@H:13]2[O:46][CH2:49][C@@H:48]([OH:47])[CH2:50][CH2:62][CH3:63])=[CH:39][CH:38]=1. (2) The product is: [Cl:1][CH2:2][CH2:3][CH2:4][C:5]([C:7]1[CH:12]=[CH:11][C:10]([C:13]([CH3:18])([CH3:17])[C:14]([O:16][CH3:19])=[O:15])=[CH:9][CH:8]=1)=[O:6]. Given the reactants [Cl:1][CH2:2][CH2:3][CH2:4][C:5]([C:7]1[CH:12]=[CH:11][C:10]([C:13]([CH3:18])([CH3:17])[C:14]([OH:16])=[O:15])=[CH:9][CH:8]=1)=[O:6].[CH3:19]O, predict the reaction product. (3) Given the reactants [F:1][C:2]1[CH:3]=[C:4]([CH:7]=[C:8]([NH:10][CH2:11][C:12]2[CH:17]=[CH:16][C:15]([S:18]([CH3:21])(=[O:20])=[O:19])=[CH:14][CH:13]=2)[CH:9]=1)[C:5]#[N:6].[O:22]1[CH2:27][CH2:26][CH:25]([C:28](O)=[O:29])[CH2:24][CH2:23]1, predict the reaction product. The product is: [C:5]([C:4]1[CH:7]=[C:8]([N:10]([CH2:11][C:12]2[CH:13]=[CH:14][C:15]([S:18]([CH3:21])(=[O:20])=[O:19])=[CH:16][CH:17]=2)[C:28]([CH:25]2[CH2:26][CH2:27][O:22][CH2:23][CH2:24]2)=[O:29])[CH:9]=[C:2]([F:1])[CH:3]=1)#[N:6]. (4) Given the reactants [C:1]([C:5]1[N:10]=[C:9]2[N:11]([CH2:14][C:15]3[C:19]([CH3:20])=[N:18][O:17][N:16]=3)[N:12]=[CH:13][C:8]2=[C:7]([N:21]2[CH2:25][CH2:24][C@H:23]([O:26][Si](C(C)(C)C)(C)C)[CH2:22]2)[N:6]=1)([CH3:4])([CH3:3])[CH3:2].CCCC[N+](CCCC)(CCCC)CCCC.[F-], predict the reaction product. The product is: [C:1]([C:5]1[N:10]=[C:9]2[N:11]([CH2:14][C:15]3[C:19]([CH3:20])=[N:18][O:17][N:16]=3)[N:12]=[CH:13][C:8]2=[C:7]([N:21]2[CH2:25][CH2:24][C@H:23]([OH:26])[CH2:22]2)[N:6]=1)([CH3:4])([CH3:2])[CH3:3]. (5) Given the reactants Cl[CH2:2][CH2:3][CH2:4][O:5][C:6]1[N:10]([CH3:11])[N:9]=[C:8]([C:12]([O:14][CH3:15])=[O:13])[CH:7]=1.Cl.[S:17]1[CH:21]=[CH:20][C:19]2[C:22]([N:26]3[CH2:31][CH2:30][NH:29][CH2:28][CH2:27]3)=[CH:23][CH:24]=[CH:25][C:18]1=2.C(=O)([O-])[O-].[K+].[K+].[I-].[Na+], predict the reaction product. The product is: [S:17]1[CH:21]=[CH:20][C:19]2[C:22]([N:26]3[CH2:31][CH2:30][N:29]([CH2:2][CH2:3][CH2:4][O:5][C:6]4[N:10]([CH3:11])[N:9]=[C:8]([C:12]([O:14][CH3:15])=[O:13])[CH:7]=4)[CH2:28][CH2:27]3)=[CH:23][CH:24]=[CH:25][C:18]1=2. (6) Given the reactants [CH3:1][N:2]([CH2:19][CH2:20][CH3:21])[C:3]([C:5]1[CH:6]=[C:7]([CH:11]=[C:12]([C:14]2[O:15][CH:16]=[CH:17][N:18]=2)[CH:13]=1)[C:8]([OH:10])=O)=[O:4].C(N(C(C)C)CC)(C)C.CN(C(ON1N=NC2C=CC=NC1=2)=[N+](C)C)C.F[P-](F)(F)(F)(F)F.Cl.Cl.[NH2:57][C@@H:58]([CH2:72][C:73]1[CH:78]=[C:77]([F:79])[CH:76]=[C:75]([F:80])[CH:74]=1)[C@H:59]([OH:71])[CH2:60][NH:61][CH2:62][C:63]1[CH:68]=[CH:67][CH:66]=[C:65]([CH2:69][CH3:70])[CH:64]=1, predict the reaction product. The product is: [F:79][C:77]1[CH:78]=[C:73]([CH:74]=[C:75]([F:80])[CH:76]=1)[CH2:72][C@H:58]([NH:57][C:8](=[O:10])[C:7]1[CH:11]=[C:12]([C:14]2[O:15][CH:16]=[CH:17][N:18]=2)[CH:13]=[C:5]([C:3]([N:2]([CH3:1])[CH2:19][CH2:20][CH3:21])=[O:4])[CH:6]=1)[C@H:59]([OH:71])[CH2:60][NH:61][CH2:62][C:63]1[CH:68]=[CH:67][CH:66]=[C:65]([CH2:69][CH3:70])[CH:64]=1.